This data is from Forward reaction prediction with 1.9M reactions from USPTO patents (1976-2016). The task is: Predict the product of the given reaction. (1) Given the reactants C(O[C:6]([N:8]1[CH2:13][CH2:12][C:11](=[C:14]([C:21]2[CH:26]=[CH:25][CH:24]=[CH:23][CH:22]=2)[C:15]2[N:16]=[CH:17][N:18]([CH3:20])[CH:19]=2)[CH2:10][CH2:9]1)=[O:7])(C)(C)C.C(O)(C(F)(F)F)=O.Cl.[CH3:35][O:36][C:37]1[CH:45]=[N:44][C:43]([N:46]2[CH:50]=[N:49][C:48]([CH3:51])=[N:47]2)=[C:42]2[C:38]=1[C:39]([C:52](=[O:56])C(O)=O)=[CH:40][NH:41]2.C(N(CC)CC)(C)C.C1N(P(Cl)(N2C(=O)OCC2)=O)C(=O)OC1, predict the reaction product. The product is: [C:21]1([C:14](=[C:11]2[CH2:12][CH2:13][N:8]([C:6](=[O:7])[C:52]([C:39]3[C:38]4[C:42](=[C:43]([N:46]5[CH:50]=[N:49][C:48]([CH3:51])=[N:47]5)[N:44]=[CH:45][C:37]=4[O:36][CH3:35])[NH:41][CH:40]=3)=[O:56])[CH2:9][CH2:10]2)[C:15]2[N:16]=[CH:17][N:18]([CH3:20])[CH:19]=2)[CH:26]=[CH:25][CH:24]=[CH:23][CH:22]=1. (2) Given the reactants [Cl:1][C:2]1[C:3]([F:42])=[C:4]([C@@H:8]2[C@:12]([C:15]3[CH:20]=[CH:19][C:18]([Cl:21])=[CH:17][C:16]=3[F:22])([C:13]#[N:14])[C@H:11]([CH2:23][C:24]([CH3:27])([CH3:26])[CH3:25])[NH:10][C@H:9]2[C:28]([NH:30][C:31]2[CH:39]=[CH:38][C:34]([C:35]([OH:37])=[O:36])=[CH:33][C:32]=2[O:40][CH3:41])=[O:29])[CH:5]=[CH:6][CH:7]=1.O[CH2:44][C:45]([O:47][CH3:48])=[O:46], predict the reaction product. The product is: [CH3:48][O:47][C:45]([CH2:44][O:36][C:35](=[O:37])[C:34]1[CH:38]=[CH:39][C:31]([NH:30][C:28]([C@H:9]2[C@H:8]([C:4]3[CH:5]=[CH:6][CH:7]=[C:2]([Cl:1])[C:3]=3[F:42])[C@:12]([C:15]3[CH:20]=[CH:19][C:18]([Cl:21])=[CH:17][C:16]=3[F:22])([C:13]#[N:14])[C@H:11]([CH2:23][C:24]([CH3:26])([CH3:27])[CH3:25])[NH:10]2)=[O:29])=[C:32]([O:40][CH3:41])[CH:33]=1)=[O:46].